This data is from Reaction yield outcomes from USPTO patents with 853,638 reactions. The task is: Predict the reaction yield, written as a fraction of the theoretical maximum amount of product (1.0 means a 100% yield; for example, 0.34 means a 34% yield). (1) The reactants are [CH3:1][O:2][C:3]1[CH:4]=[C:5]2[C:10](=[CH:11][C:12]=1[O:13][CH3:14])[N:9]=[CH:8][CH:7]=[C:6]2[O:15][C:16]1[CH:21]=[CH:20][C:19]([NH:22][C:23](=O)[CH2:24][CH2:25][O:26][C:27]2[CH:32]=[CH:31][CH:30]=[CH:29][C:28]=2[Cl:33])=[CH:18][CH:17]=1.Cl.[OH-].[Na+]. The catalyst is O1CCCC1. The product is [Cl:33][C:28]1[CH:29]=[CH:30][CH:31]=[CH:32][C:27]=1[O:26][CH2:25][CH2:24][CH2:23][NH:22][C:19]1[CH:20]=[CH:21][C:16]([O:15][C:6]2[C:5]3[C:10](=[CH:11][C:12]([O:13][CH3:14])=[C:3]([O:2][CH3:1])[CH:4]=3)[N:9]=[CH:8][CH:7]=2)=[CH:17][CH:18]=1. The yield is 0.800. (2) The product is [N:31]12[CH2:36][CH2:35][CH:34]([CH2:33][CH2:32]1)[C@H:29]([O:8][C:7](=[O:9])[C@:6]([CH:1]1[CH2:5][CH2:4][CH2:3][CH2:2]1)([OH:15])[C:10]1[S:11][CH:12]=[CH:13][CH:14]=1)[CH2:30]2. The yield is 0.476. The catalyst is CN(C=O)C. The reactants are [CH:1]1([C@@:6]([OH:15])([C:10]2[S:11][CH:12]=[CH:13][CH:14]=2)[C:7]([OH:9])=[O:8])[CH2:5][CH2:4][CH2:3][CH2:2]1.C(N1C=CN=C1)(N1C=CN=C1)=O.O[C@H:29]1[CH:34]2[CH2:35][CH2:36][N:31]([CH2:32][CH2:33]2)[CH2:30]1.O. (3) The reactants are Cl.[CH3:2][C@@:3]([S:44]([CH3:47])(=[O:46])=[O:45])([CH2:14][CH2:15][N:16]1[CH:21]=[CH:20][C:19]([C:22]2[CH:27]=[CH:26][C:25]([O:28][CH2:29][C@H:30]3[CH2:35][CH2:34][C@@H:33]([O:36]C4CCCCO4)[CH2:32][CH2:31]3)=[CH:24][CH:23]=2)=[CH:18][C:17]1=[O:43])[C:4]([NH:6][O:7]C1CCCCO1)=[O:5]. The catalyst is O1CCOCC1. The product is [OH:7][NH:6][C:4](=[O:5])[C@:3]([CH3:2])([S:44]([CH3:47])(=[O:46])=[O:45])[CH2:14][CH2:15][N:16]1[CH:21]=[CH:20][C:19]([C:22]2[CH:27]=[CH:26][C:25]([O:28][CH2:29][C@H:30]3[CH2:31][CH2:32][C@@H:33]([OH:36])[CH2:34][CH2:35]3)=[CH:24][CH:23]=2)=[CH:18][C:17]1=[O:43]. The yield is 0.900. (4) The reactants are Br[C:2]1[CH:3]=[C:4]([NH:10][C:11]2[CH:16]=[CH:15][C:14]([N:17]3[CH2:22][CH2:21][N:20]([CH:23]4[CH2:26][O:25][CH2:24]4)[CH2:19][C:18]3([CH3:28])[CH3:27])=[CH:13][N:12]=2)[C:5](=[O:9])[N:6]([CH3:8])[CH:7]=1.[C:29]([O:32][CH2:33][C:34]1[C:35]([N:49]2[CH2:61][CH2:60][N:52]3[C:53]4[CH2:54][CH2:55][CH2:56][CH2:57][C:58]=4[CH:59]=[C:51]3[C:50]2=[O:62])=[N:36][CH:37]=[CH:38][C:39]=1B1OC(C)(C)C(C)(C)O1)(=[O:31])[CH3:30].[O-]P([O-])([O-])=O.[K+].[K+].[K+].C([O-])(=O)C.[Na+]. The catalyst is C1C=CC(P(C2C=CC=CC=2)[C-]2C=CC=C2)=CC=1.C1C=CC(P(C2C=CC=CC=2)[C-]2C=CC=C2)=CC=1.Cl[Pd]Cl.[Fe+2].O.C(#N)C. The product is [C:29]([O:32][CH2:33][C:34]1[C:35]([N:49]2[CH2:61][CH2:60][N:52]3[C:53]4[CH2:54][CH2:55][CH2:56][CH2:57][C:58]=4[CH:59]=[C:51]3[C:50]2=[O:62])=[N:36][CH:37]=[CH:38][C:39]=1[C:2]1[CH:3]=[C:4]([NH:10][C:11]2[CH:16]=[CH:15][C:14]([N:17]3[CH2:22][CH2:21][N:20]([CH:23]4[CH2:24][O:25][CH2:26]4)[CH2:19][C:18]3([CH3:27])[CH3:28])=[CH:13][N:12]=2)[C:5](=[O:9])[N:6]([CH3:8])[CH:7]=1)(=[O:31])[CH3:30]. The yield is 0.310. (5) The reactants are CS(O[CH2:6][CH2:7][N:8]1[CH:12]=[C:11]([C:13]2[CH:18]=[C:17]([C:19]([O:21]C)=[O:20])[CH:16]=[CH:15][N:14]=2)[N:10]=[CH:9]1)(=O)=O.[F:23][C:24]([F:35])([F:34])[C:25]1[CH:33]=[CH:32][C:28]([CH2:29][NH:30][CH3:31])=[CH:27][CH:26]=1. No catalyst specified. The product is [CH3:31][N:30]([CH2:29][C:28]1[CH:27]=[CH:26][C:25]([C:24]([F:23])([F:34])[F:35])=[CH:33][CH:32]=1)[CH2:6][CH2:7][N:8]1[CH:12]=[C:11]([C:13]2[CH:18]=[C:17]([C:19]([OH:21])=[O:20])[CH:16]=[CH:15][N:14]=2)[N:10]=[CH:9]1. The yield is 0.0500. (6) The reactants are [C:1]([C:5]1[CH:10]=[CH:9][C:8]([C:11]2[N:15]([CH3:16])[N:14]=[C:13]([C:17](=O)[CH3:18])[C:12]=2[OH:20])=[CH:7][CH:6]=1)([CH3:4])([CH3:3])[CH3:2].[NH:21]([C:23]([NH:25][C:26]1[CH:34]=[CH:33][C:29]([C:30]([OH:32])=[O:31])=[CH:28][CH:27]=1)=[S:24])[NH2:22].CN(C)C=O. The catalyst is Cl.O. The product is [C:1]([C:5]1[CH:10]=[CH:9][C:8]([C:11]2[N:15]([CH3:16])[N:14]=[C:13]([C:17](=[N:22][NH:21][C:23]([NH:25][C:26]3[CH:34]=[CH:33][C:29]([C:30]([OH:32])=[O:31])=[CH:28][CH:27]=3)=[S:24])[CH3:18])[C:12]=2[OH:20])=[CH:7][CH:6]=1)([CH3:4])([CH3:3])[CH3:2]. The yield is 0.480. (7) The reactants are [CH:1]1([NH:4][C:5](=[O:34])[C:6]2[CH:11]=[CH:10][C:9]([C:12]3[N:16]4[CH:17]=[C:18]([C:26]#[C:27][CH2:28][CH2:29][C:30]([NH:32][CH3:33])=[O:31])[N:19]=[C:20]([NH:21][CH2:22][CH:23]([CH3:25])[CH3:24])[C:15]4=[N:14][CH:13]=3)=[CH:8][CH:7]=2)[CH2:3][CH2:2]1.[N-]=[N+]=[N-].[Na+]. The catalyst is CN1C(=O)CCC1.[Cu]I. The product is [CH:1]1([NH:4][C:5](=[O:34])[C:6]2[CH:11]=[CH:10][C:9]([C:12]3[N:16]4[CH:17]=[C:18](/[CH:26]=[C:27]5/[N:32]([CH3:33])[C:30](=[O:31])[CH2:29][CH2:28]/5)[N:19]=[C:20]([NH:21][CH2:22][CH:23]([CH3:24])[CH3:25])[C:15]4=[N:14][CH:13]=3)=[CH:8][CH:7]=2)[CH2:3][CH2:2]1. The yield is 0.190. (8) The reactants are [C:1]([C:5]1[CH:12]=[CH:11][C:8]([C:9]#[N:10])=[C:7](Cl)[N:6]=1)([CH3:4])([CH3:3])[CH3:2].[NH:14]1[CH2:19][CH2:18][CH2:17][CH2:16][CH2:15]1. No catalyst specified. The product is [C:1]([C:5]1[CH:12]=[CH:11][C:8]([C:9]#[N:10])=[C:7]([N:14]2[CH2:19][CH2:18][CH2:17][CH2:16][CH2:15]2)[N:6]=1)([CH3:4])([CH3:3])[CH3:2]. The yield is 0.980.